From a dataset of Retrosynthesis with 50K atom-mapped reactions and 10 reaction types from USPTO. Predict the reactants needed to synthesize the given product. (1) The reactants are: CC(C)(C)OC(=O)OC(=O)OC(C)(C)C.Cc1cccc2[nH]ccc12. Given the product Cc1cccc2c1ccn2C(=O)OC(C)(C)C, predict the reactants needed to synthesize it. (2) Given the product CC(C)(C)OC(=O)Nc1cccc(NCCOc2cccc([N+](=O)[O-])c2)c1, predict the reactants needed to synthesize it. The reactants are: CC(C)(C)OC(=O)Nc1cccc(N)c1.O=[N+]([O-])c1cccc(OCCBr)c1. (3) Given the product CC(C)(CC(=O)N1CC[C@](O)(c2ccc(Cl)cc2)C(C)(C)C1)NC(=O)Oc1ccccc1, predict the reactants needed to synthesize it. The reactants are: CC(C)(N)CC(=O)N1CC[C@](O)(c2ccc(Cl)cc2)C(C)(C)C1.O=C(Cl)Oc1ccccc1. (4) Given the product CCc1cnc(Oc2cc3c(cc2Cl)C=C(C(=O)O)C(C(F)(F)F)O3)nc1, predict the reactants needed to synthesize it. The reactants are: CCOC(=O)C1=Cc2cc(Cl)c(Oc3ncc(CC)cn3)cc2OC1C(F)(F)F. (5) Given the product O=C(CCl)COc1ccccc1, predict the reactants needed to synthesize it. The reactants are: OC(CCl)COc1ccccc1.[O-]Cl. (6) The reactants are: BrCCCc1ccccc1.COC(=O)C(=O)c1ccc(O)cc1. Given the product COC(=O)C(=O)c1ccc(OCCCc2ccccc2)cc1, predict the reactants needed to synthesize it. (7) Given the product CS(=O)(=O)N1CCN(c2ccc(Nc3nc(Nc4ccc5cn[nH]c5c4)c4cc[nH]c4n3)cc2)CC1, predict the reactants needed to synthesize it. The reactants are: CS(=O)(=O)Cl.c1cc2c(Nc3ccc4cn[nH]c4c3)nc(Nc3ccc(N4CCNCC4)cc3)nc2[nH]1.